Dataset: Forward reaction prediction with 1.9M reactions from USPTO patents (1976-2016). Task: Predict the product of the given reaction. (1) Given the reactants [N+:1]([C:4]1[CH:5]=[C:6]([CH:10]=[C:11]([N+:14]([O-:16])=[O:15])[C:12]=1[Cl:13])[C:7]([OH:9])=[O:8])([O-:3])=[O:2].[CH3:17]O, predict the reaction product. The product is: [Cl:13][C:12]1[C:11]([N+:14]([O-:16])=[O:15])=[CH:10][C:6]([C:7]([O:9][CH3:17])=[O:8])=[CH:5][C:4]=1[N+:1]([O-:3])=[O:2]. (2) Given the reactants [Cl:1][C:2]1[CH:10]=[CH:9][C:8]2[NH:7][C:6]3[CH2:11][CH2:12][N:13]([CH3:15])[CH2:14][C:5]=3[C:4]=2[CH:3]=1.[F:16][C:17]1[CH:18]=[N:19][CH:20]=[C:21]([CH:23]=[CH2:24])[CH:22]=1.[OH-].[K+], predict the reaction product. The product is: [Cl:1][C:2]1[CH:10]=[CH:9][C:8]2[N:7]([CH2:24][CH2:23][C:21]3[CH:20]=[N:19][CH:18]=[C:17]([F:16])[CH:22]=3)[C:6]3[CH2:11][CH2:12][N:13]([CH3:15])[CH2:14][C:5]=3[C:4]=2[CH:3]=1. (3) Given the reactants [NH:1]1[CH2:5][CH2:4][CH2:3][CH2:2]1.[CH3:6][C:7]1[CH:12]=[CH:11][C:10]([C:13]2[N:14]=[C:15]([C:26](O)=[O:27])[N:16]([CH3:25])[C:17]=2[C:18]2[CH:23]=[CH:22][C:21]([CH3:24])=[CH:20][CH:19]=2)=[CH:9][CH:8]=1, predict the reaction product. The product is: [N:1]1([C:26]([C:15]2[N:16]([CH3:25])[C:17]([C:18]3[CH:23]=[CH:22][C:21]([CH3:24])=[CH:20][CH:19]=3)=[C:13]([C:10]3[CH:9]=[CH:8][C:7]([CH3:6])=[CH:12][CH:11]=3)[N:14]=2)=[O:27])[CH2:5][CH2:4][CH2:3][CH2:2]1. (4) Given the reactants [N:1]1([C:5]2[CH:6]=[N:7][CH:8]=[C:9](B3OC(C)(C)C(C)(C)O3)[CH:10]=2)[CH2:4][CH2:3][CH2:2]1.Br[C:21]1[CH:30]=[CH:29][C:28]2[N:27]=[CH:26][C:25]3[N:31]([CH3:42])[C:32](=[O:41])[N:33]([C:34]4[C:35]([CH3:40])=[N:36][CH:37]=[CH:38][CH:39]=4)[C:24]=3[C:23]=2[CH:22]=1, predict the reaction product. The product is: [N:1]1([C:5]2[CH:10]=[C:9]([C:21]3[CH:30]=[CH:29][C:28]4[N:27]=[CH:26][C:25]5[N:31]([CH3:42])[C:32](=[O:41])[N:33]([C:34]6[C:35]([CH3:40])=[N:36][CH:37]=[CH:38][CH:39]=6)[C:24]=5[C:23]=4[CH:22]=3)[CH:8]=[N:7][CH:6]=2)[CH2:2][CH2:3][CH2:4]1. (5) Given the reactants [CH2:1]1[CH2:5][NH:4][C@@H:3]([CH2:6][C:7]([OH:9])=[O:8])[CH2:2]1.S(=O)(=O)(O)O.[CH3:15][C:16](=[CH2:18])[CH3:17].C(=O)([O-])[O-].[K+].[K+], predict the reaction product. The product is: [NH:4]1[CH2:5][CH2:1][CH2:2][CH2:3][C@@H:6]1[C:7]([O:9][C:16]([CH3:18])([CH3:17])[CH3:15])=[O:8].